This data is from Peptide-MHC class I binding affinity with 185,985 pairs from IEDB/IMGT. The task is: Regression. Given a peptide amino acid sequence and an MHC pseudo amino acid sequence, predict their binding affinity value. This is MHC class I binding data. (1) The peptide sequence is IEGQPVEV. The MHC is Mamu-A11 with pseudo-sequence Mamu-A11. The binding affinity (normalized) is 0.339. (2) The peptide sequence is LQLTAVFAY. The MHC is HLA-B27:05 with pseudo-sequence HLA-B27:05. The binding affinity (normalized) is 0.583. (3) The peptide sequence is YTGGYDVSL. The MHC is HLA-A02:03 with pseudo-sequence HLA-A02:03. The binding affinity (normalized) is 0.195. (4) The peptide sequence is TPKKPNSAL. The MHC is HLA-B08:02 with pseudo-sequence HLA-B08:02. The binding affinity (normalized) is 0.0847. (5) The peptide sequence is EAVRHFPRI. The MHC is HLA-A68:01 with pseudo-sequence HLA-A68:01. The binding affinity (normalized) is 0. (6) The peptide sequence is RYPLTLGW. The MHC is HLA-A02:03 with pseudo-sequence HLA-A02:03. The binding affinity (normalized) is 0.112. (7) The peptide sequence is YSHYSHNPK. The MHC is HLA-A69:01 with pseudo-sequence HLA-A69:01. The binding affinity (normalized) is 0.0847.